This data is from Forward reaction prediction with 1.9M reactions from USPTO patents (1976-2016). The task is: Predict the product of the given reaction. (1) Given the reactants Br[C:2]1[CH:7]=[CH:6][C:5]([C:8]([N:10]2[CH2:15][CH2:14][N:13]([C:16]3[C:21]([CH3:22])=[CH:20][C:19]([CH3:23])=[CH:18][N:17]=3)[CH2:12][CH2:11]2)=[O:9])=[C:4]([F:24])[CH:3]=1.[CH3:25][C:26]1([CH3:32])[O:30][C:29](=[O:31])[NH:28][CH2:27]1, predict the reaction product. The product is: [CH3:22][C:21]1[C:16]([N:13]2[CH2:14][CH2:15][N:10]([C:8]([C:5]3[CH:6]=[CH:7][C:2]([N:28]4[CH2:27][C:26]([CH3:32])([CH3:25])[O:30][C:29]4=[O:31])=[CH:3][C:4]=3[F:24])=[O:9])[CH2:11][CH2:12]2)=[N:17][CH:18]=[C:19]([CH3:23])[CH:20]=1. (2) Given the reactants [C:1]12([C:11]3[CH:12]=[C:13]([C:20]4[CH:21]=[C:22](C=O)[CH:23]=[N:24][CH:25]=4)[CH:14]=[C:15]4[O:19][CH2:18][O:17][C:16]=34)[CH2:10][CH:5]3[CH2:6][CH:7]([CH2:9][CH:3]([CH2:4]3)[CH2:2]1)[CH2:8]2.[S:28]1[CH2:34][C:32](=[O:33])[NH:31][C:29]1=S.[NH:35]1[CH2:40][CH2:39][O:38][CH2:37][CH2:36]1, predict the reaction product. The product is: [C:1]12([C:11]3[CH:12]=[C:13]([C:20]4[CH:21]=[C:22]([CH:34]5[S:28][C:29]([N:35]6[CH2:40][CH2:39][O:38][CH2:37][CH2:36]6)=[N:31][C:32]5=[O:33])[CH:23]=[N:24][CH:25]=4)[CH:14]=[C:15]4[O:19][CH2:18][O:17][C:16]=34)[CH2:8][CH:7]3[CH2:6][CH:5]([CH2:4][CH:3]([CH2:9]3)[CH2:2]1)[CH2:10]2. (3) The product is: [CH2:1]([O:3][C:4]([C:6]1[NH:7][C:8]2[C:13]([CH:14]=1)=[C:12]([O:15][C:17]1[CH:22]=[C:21]([F:23])[CH:20]=[C:19]([F:24])[C:18]=1[N+:25]([O-:27])=[O:26])[CH:11]=[CH:10][CH:9]=2)=[O:5])[CH3:2]. Given the reactants [CH2:1]([O:3][C:4]([C:6]1[NH:7][C:8]2[C:13]([CH:14]=1)=[C:12]([OH:15])[CH:11]=[CH:10][CH:9]=2)=[O:5])[CH3:2].F[C:17]1[CH:22]=[C:21]([F:23])[CH:20]=[C:19]([F:24])[C:18]=1[N+:25]([O-:27])=[O:26].C(=O)([O-])[O-].[K+].[K+], predict the reaction product. (4) Given the reactants [Cl:1][C:2]1[C:3]([CH3:22])=[C:4]([NH:8][S:9]([C:12]2[CH:21]=[CH:20][C:15]([C:16]([O:18][CH3:19])=[O:17])=[CH:14][CH:13]=2)(=[O:11])=[O:10])[CH:5]=[CH:6][CH:7]=1.Br[CH2:24][C:25]([NH:27][CH2:28][C:29]1[CH:34]=[CH:33][C:32]([O:35][CH3:36])=[CH:31][CH:30]=1)=[O:26].C(=O)([O-])[O-].[K+].[K+].O, predict the reaction product. The product is: [Cl:1][C:2]1[C:3]([CH3:22])=[C:4]([N:8]([CH2:24][C:25]([NH:27][CH2:28][C:29]2[CH:30]=[CH:31][C:32]([O:35][CH3:36])=[CH:33][CH:34]=2)=[O:26])[S:9]([C:12]2[CH:21]=[CH:20][C:15]([C:16]([O:18][CH3:19])=[O:17])=[CH:14][CH:13]=2)(=[O:11])=[O:10])[CH:5]=[CH:6][CH:7]=1. (5) Given the reactants [CH:1]([N:4]1[C:13]2[CH:14]=[C:15]([O:18][CH2:19][C@@H:20]([NH:25]C(=O)OC(C)(C)C)[CH2:21][CH:22]([CH3:24])[CH3:23])[CH:16]=[CH:17][C:12]=2[C:11]2[C:6](=[CH:7][N:8]=[CH:9][CH:10]=2)[C:5]1=[O:33])([CH3:3])[CH3:2].Cl.C(OCC)C, predict the reaction product. The product is: [NH2:25][C@@H:20]([CH2:21][CH:22]([CH3:24])[CH3:23])[CH2:19][O:18][C:15]1[CH:16]=[CH:17][C:12]2[C:11]3[C:6](=[CH:7][N:8]=[CH:9][CH:10]=3)[C:5](=[O:33])[N:4]([CH:1]([CH3:2])[CH3:3])[C:13]=2[CH:14]=1. (6) Given the reactants [CH3:1][C:2]1[CH:7]=[C:6]([O:8]C)[C:5]([CH:10]=[O:11])=[CH:4][C:3]=1[C:12]1[C:21]2[C:16](=[CH:17][CH:18]=[CH:19][C:20]=2[C:22]2[CH:27]=[C:26]([CH:28]=[O:29])[C:25]([O:30]C)=[CH:24][C:23]=2[CH3:32])[CH:15]=[CH:14][CH:13]=1.B(Br)(Br)Br, predict the reaction product. The product is: [CH3:32][C:23]1[CH:24]=[C:25]([OH:30])[C:26]([CH:28]=[O:29])=[CH:27][C:22]=1[C:20]1[C:21]2[C:16](=[CH:15][CH:14]=[CH:13][C:12]=2[C:3]2[CH:4]=[C:5]([CH:10]=[O:11])[C:6]([OH:8])=[CH:7][C:2]=2[CH3:1])[CH:17]=[CH:18][CH:19]=1. (7) Given the reactants [H-].[Na+].[N+:3]([C:6]1[CH:14]=[CH:13][CH:12]=[C:11]2[C:7]=1[CH:8]=[CH:9][NH:10]2)([O-:5])=[O:4].C(OC([N:22]1[C:30]2[C:25](=[CH:26][CH:27]=[CH:28][N:29]=2)[C:24]([CH2:31]Cl)=[CH:23]1)=O)(C)(C)C, predict the reaction product. The product is: [N+:3]([C:6]1[CH:14]=[CH:13][CH:12]=[C:11]2[C:7]=1[CH:8]=[CH:9][N:10]2[CH2:31][C:24]1[C:25]2[C:30](=[N:29][CH:28]=[CH:27][CH:26]=2)[NH:22][CH:23]=1)([O-:5])=[O:4]. (8) Given the reactants C1(P(C2C=CC=CC=2)C2C=CC=CC=2)C=CC=CC=1.Br[C:21]1[N:22]=[C:23]([CH3:27])[N:24]([CH3:26])[CH:25]=1.[CH3:28][N:29]1[CH2:34][CH2:33][N:32]([C:35]2[CH:40]=[CH:39][C:38]([NH:41][C:42]3[N:47]=[CH:46][C:45]4=[CH:48][CH:49]=[C:50](B5OC(C)(C)C(C)(C)O5)[N:44]4[N:43]=3)=[CH:37][CH:36]=2)[CH2:31][CH2:30]1.C(=O)([O-])[O-].[Na+].[Na+].O, predict the reaction product. The product is: [CH3:26][N:24]1[CH:25]=[C:21]([C:50]2[N:44]3[C:45]([CH:46]=[N:47][C:42]([NH:41][C:38]4[CH:39]=[CH:40][C:35]([N:32]5[CH2:33][CH2:34][N:29]([CH3:28])[CH2:30][CH2:31]5)=[CH:36][CH:37]=4)=[N:43]3)=[CH:48][CH:49]=2)[N:22]=[C:23]1[CH3:27].